From a dataset of Reaction yield outcomes from USPTO patents with 853,638 reactions. Predict the reaction yield, written as a fraction of the theoretical maximum amount of product (1.0 means a 100% yield; for example, 0.34 means a 34% yield). (1) The reactants are [Cl:1][C:2]1[C:10]([C:11]#[N:12])=[CH:9][CH:8]=[C:7]2[C:3]=1[CH:4]=[C:5]([CH2:18][OH:19])[N:6]2[CH2:13][C:14]([F:17])([F:16])[F:15]. The yield is 0.670. The product is [Cl:1][C:2]1[C:10]([C:11]#[N:12])=[CH:9][CH:8]=[C:7]2[C:3]=1[CH:4]=[C:5]([CH:18]=[O:19])[N:6]2[CH2:13][C:14]([F:16])([F:17])[F:15]. The catalyst is CC#N.O=[Mn]=O. (2) The yield is 0.200. The product is [C:1]([O:5][C:6]([CH:7]1[CH:22]([C:18]2[CH:19]=[CH:20][CH:21]=[C:16]([Cl:15])[CH:17]=2)[C:23]([C:26]2[CH:27]=[CH:28][C:41]([Cl:42])=[CH:30][CH:31]=2)([C:24]#[N:25])[CH:9]([CH2:10][CH:11]([CH3:13])[CH3:12])[NH:8]1)=[O:14])([CH3:4])([CH3:3])[CH3:2]. No catalyst specified. The reactants are [C:1]([O:5][C:6](=[O:14])[CH2:7]/[N:8]=[CH:9]/[CH2:10][CH:11]([CH3:13])[CH3:12])([CH3:4])([CH3:3])[CH3:2].[Cl:15][C:16]1[CH:17]=[C:18](/[CH:22]=[C:23](/[C:26]2[CH:31]=[CH:30]C(Cl)=[CH:28][CH:27]=2)\[C:24]#[N:25])[CH:19]=[CH:20][CH:21]=1.C(N(CC)CC)C.Cl[CH2:41][Cl:42]. (3) The reactants are Cl[C:2]1[N:7]=[C:6]([S:8][CH2:9][C:10]2[CH:15]=[CH:14][C:13]([O:16][CH3:17])=[CH:12][CH:11]=2)[C:5]([N+:18]([O-:20])=[O:19])=[CH:4][CH:3]=1.[CH3:21][O:22][C:23]1[CH:28]=[CH:27][C:26]([CH2:29][NH2:30])=[CH:25][CH:24]=1. The catalyst is O. The product is [CH3:21][O:22][C:23]1[CH:28]=[CH:27][C:26]([CH2:29][NH:30][C:2]2[CH:3]=[CH:4][C:5]([N+:18]([O-:20])=[O:19])=[C:6]([S:8][CH2:9][C:10]3[CH:15]=[CH:14][C:13]([O:16][CH3:17])=[CH:12][CH:11]=3)[N:7]=2)=[CH:25][CH:24]=1. The yield is 0.760. (4) The reactants are [Cl:1][C:2]1[CH:3]=[CH:4][CH:5]=[C:6]2[C:11]=1[N:10]=[CH:9][C:8]([S:12](Cl)(=[O:14])=[O:13])=[CH:7]2.[NH:16]1[C:24]2[C:19](=[CH:20][CH:21]=[CH:22][CH:23]=2)[CH2:18][CH2:17]1.C(N(CC)CC)C. The catalyst is ClCCl. The product is [Cl:1][C:2]1[CH:3]=[CH:4][CH:5]=[C:6]2[C:11]=1[N:10]=[CH:9][C:8]([S:12]([N:16]1[C:24]3[C:19](=[CH:20][CH:21]=[CH:22][CH:23]=3)[CH2:18][CH2:17]1)(=[O:14])=[O:13])=[CH:7]2. The yield is 0.750. (5) The reactants are ClCC([NH:5][C:6]1[CH:11]=[CH:10][C:9](Cl)=[C:8](C(F)(F)F)C=1)=O.[Cl:17][C:18]1[CH:23]=[CH:22][C:21]([NH:24][C:25](=[O:41])[CH2:26][NH:27][C:28]2[CH:33]=[CH:32][CH:31]=[C:30]([O:34]C3C=NC=CC=3)[CH:29]=2)=[CH:20][C:19]=1[C:42]([F:45])([F:44])[F:43].C(N(C(C)C)C(C)C)C. The catalyst is CN(C)C=O. The product is [Cl:17][C:18]1[CH:23]=[CH:22][C:21]([NH:24][C:25](=[O:41])[CH2:26][NH:27][C:28]2[CH:33]=[CH:32][CH:31]=[C:30]([O:34][C:10]3[CH:11]=[CH:6][N:5]=[CH:8][CH:9]=3)[CH:29]=2)=[CH:20][C:19]=1[C:42]([F:43])([F:44])[F:45]. The yield is 0.480. (6) The reactants are [OH:1][C:2]1[CH:9]=[CH:8][C:5]([CH:6]=[O:7])=[CH:4][C:3]=1[C:10]([F:13])([F:12])[F:11].[O:14](S(C(F)(F)F)(=O)=O)[S:15]([C:18]([F:21])([F:20])[F:19])(=O)=[O:16]. The catalyst is C(Cl)Cl. The product is [F:19][C:18]([F:21])([F:20])[S:15]([O:1][C:2]1[CH:9]=[CH:8][C:5]([CH:6]=[O:7])=[CH:4][C:3]=1[C:10]([F:11])([F:12])[F:13])(=[O:16])=[O:14]. The yield is 0.660. (7) The reactants are [CH3:1][S:2][C@H:3]1[CH2:7][NH:6][C@@H:5]2[C@@H:8]([OH:11])[CH2:9][O:10][C@H:4]12.C(=O)([O-])[O-].[Na+].[Na+].[CH:18]1[C:30]2[CH:29]([CH2:31][O:32][C:33](Cl)=[O:34])[C:28]3[C:23](=[CH:24][CH:25]=[CH:26][CH:27]=3)[C:22]=2[CH:21]=[CH:20][CH:19]=1. The catalyst is O1CCOCC1.O. The product is [OH:11][C@@H:8]1[C@H:5]2[N:6]([C:33]([O:32][CH2:31][CH:29]3[C:28]4[CH:27]=[CH:26][CH:25]=[CH:24][C:23]=4[C:22]4[C:30]3=[CH:18][CH:19]=[CH:20][CH:21]=4)=[O:34])[CH2:7][C@H:3]([S:2][CH3:1])[C@H:4]2[O:10][CH2:9]1. The yield is 0.600. (8) The reactants are Br[C:2]1[CH:20]=[CH:19][C:5]([CH2:6][CH:7]2[CH2:11][CH2:10][N:9]([CH:12]3[CH2:17][CH2:16][CH2:15][CH2:14][CH2:13]3)[C:8]2=[O:18])=[C:4]([Cl:21])[CH:3]=1.[C:22]([O:26][C:27]([C:29]1[CH:34]=[CH:33][C:32](B(O)O)=[CH:31][CH:30]=1)=[O:28])([CH3:25])([CH3:24])[CH3:23]. No catalyst specified. The product is [C:22]([O:26][C:27]([C:29]1[CH:34]=[CH:33][C:32]([C:2]2[CH:20]=[CH:19][C:5]([CH2:6][CH:7]3[CH2:11][CH2:10][N:9]([CH:12]4[CH2:17][CH2:16][CH2:15][CH2:14][CH2:13]4)[C:8]3=[O:18])=[C:4]([Cl:21])[CH:3]=2)=[CH:31][CH:30]=1)=[O:28])([CH3:25])([CH3:23])[CH3:24]. The yield is 0.780. (9) The reactants are [CH3:1][NH2:2].Cl[CH2:4][C:5]1[N:9]=[C:8]([C:10]2[CH:15]=[CH:14][CH:13]=[C:12]([Cl:16])[CH:11]=2)[O:7][N:6]=1. The catalyst is CCO. The product is [Cl:16][C:12]1[CH:11]=[C:10]([C:8]2[O:7][N:6]=[C:5]([CH2:4][NH:2][CH3:1])[N:9]=2)[CH:15]=[CH:14][CH:13]=1. The yield is 1.00. (10) The reactants are [CH3:1][C:2]1[CH:3]=[C:4]2[C:9](=[O:10])[O:8][C:6](=O)[C:5]2=[CH:11][CH:12]=1.S(=O)(=O)(O)O.[N+:18]([O-:21])(O)=[O:19].[C:22](=[O:25])([O-:24])[O-].[K+].[K+].S(OC)(O[CH3:32])(=O)=O. The catalyst is O. The product is [CH3:1][C:2]1[CH:3]=[C:4]([C:9]([O:8][CH3:6])=[O:10])[C:5](=[CH:11][C:12]=1[N+:18]([O-:21])=[O:19])[C:22]([O:24][CH3:32])=[O:25]. The yield is 0.310.